This data is from Full USPTO retrosynthesis dataset with 1.9M reactions from patents (1976-2016). The task is: Predict the reactants needed to synthesize the given product. (1) The reactants are: Br[C:2]1[CH:10]=[C:9]2[C:5]([C:6]([C:17]#[N:18])=[N:7][N:8]2[CH:11]2[CH2:16][CH2:15][CH2:14][CH2:13][O:12]2)=[CH:4][CH:3]=1.[CH2:19]([C:21]1[CH:26]=[C:25]([O:27][CH2:28][O:29][CH2:30][CH2:31][Si:32]([CH3:35])([CH3:34])[CH3:33])[C:24]([F:36])=[CH:23][C:22]=1B1OC(C)(C)C(C)(C)O1)[CH3:20].P([O-])([O-])([O-])=O.[K+].[K+].[K+]. Given the product [CH2:19]([C:21]1[CH:26]=[C:25]([O:27][CH2:28][O:29][CH2:30][CH2:31][Si:32]([CH3:33])([CH3:35])[CH3:34])[C:24]([F:36])=[CH:23][C:22]=1[C:2]1[CH:10]=[C:9]2[C:5]([C:6]([C:17]#[N:18])=[N:7][N:8]2[CH:11]2[CH2:16][CH2:15][CH2:14][CH2:13][O:12]2)=[CH:4][CH:3]=1)[CH3:20], predict the reactants needed to synthesize it. (2) Given the product [NH2:1][C:2]1[CH:3]=[C:4]2[C:5](=[CH:24][CH:25]=1)[C:6](=[O:7])[N:8]([C@@H:11]([CH2:17][CH2:18][C:19]([O:21][CH2:22][CH3:23])=[O:20])[C:12]([O:14][CH2:15][CH3:16])=[O:13])[CH2:9]2, predict the reactants needed to synthesize it. The reactants are: [NH2:1][C:2]1[CH:3]=[C:4]2[C:9](=O)[N:8]([C@@H:11]([CH2:17][CH2:18][C:19]([O:21][CH2:22][CH3:23])=[O:20])[C:12]([O:14][CH2:15][CH3:16])=[O:13])[C:6](=[O:7])[C:5]2=[CH:24][CH:25]=1.Cl. (3) Given the product [F:31][C:2]([F:1])([F:30])[C:3]1[CH:29]=[CH:28][CH:27]=[CH:26][C:4]=1[C:5]([C:7]1[N:11]2[CH:12]=[CH:13][CH:14]=[CH:15][C:10]2=[C:9]([C:16]2[CH:25]=[CH:24][C:19]([C:20]([OH:22])=[O:21])=[CH:18][CH:17]=2)[N:8]=1)=[O:6], predict the reactants needed to synthesize it. The reactants are: [F:1][C:2]([F:31])([F:30])[C:3]1[CH:29]=[CH:28][CH:27]=[CH:26][C:4]=1[C:5]([C:7]1[N:11]2[CH:12]=[CH:13][CH:14]=[CH:15][C:10]2=[C:9]([C:16]2[CH:25]=[CH:24][C:19]([C:20]([O:22]C)=[O:21])=[CH:18][CH:17]=2)[N:8]=1)=[O:6].[Li+].[OH-]. (4) Given the product [C:1]1([CH:7]([C:20]2[CH:25]=[CH:24][CH:23]=[CH:22][CH:21]=2)[CH2:8][CH2:9][NH:10][C:11](=[O:19])[C:12]2[CH:17]=[CH:16][CH:15]=[N:14][C:13]=2[NH:32][CH2:31][CH2:30][S:27]([CH3:26])(=[O:29])=[O:28])[CH:6]=[CH:5][CH:4]=[CH:3][CH:2]=1, predict the reactants needed to synthesize it. The reactants are: [C:1]1([CH:7]([C:20]2[CH:25]=[CH:24][CH:23]=[CH:22][CH:21]=2)[CH2:8][CH2:9][NH:10][C:11](=[O:19])[C:12]2[CH:17]=[CH:16][CH:15]=[N:14][C:13]=2F)[CH:6]=[CH:5][CH:4]=[CH:3][CH:2]=1.[CH3:26][S:27]([CH2:30][CH2:31][NH2:32])(=[O:29])=[O:28]. (5) Given the product [CH3:17][N:4]1[C:3]([C:18]([N:20]2[CH2:25][CH2:24][CH:23]([N:26]3[CH2:30][CH2:29][CH2:28][CH2:27]3)[CH2:22][CH2:21]2)=[O:19])=[C:2]([C:35]2[CH:36]=[N:31][CH:32]=[N:33][CH:34]=2)[N:6]=[C:5]1[C:7]1[CH:8]=[N:9][C:10]([C:13]([F:16])([F:15])[F:14])=[CH:11][CH:12]=1, predict the reactants needed to synthesize it. The reactants are: I[C:2]1[N:6]=[C:5]([C:7]2[CH:8]=[N:9][C:10]([C:13]([F:16])([F:15])[F:14])=[CH:11][CH:12]=2)[N:4]([CH3:17])[C:3]=1[C:18]([N:20]1[CH2:25][CH2:24][CH:23]([N:26]2[CH2:30][CH2:29][CH2:28][CH2:27]2)[CH2:22][CH2:21]1)=[O:19].[N:31]1[CH:36]=[C:35](B(O)O)[CH:34]=[N:33][CH:32]=1. (6) The reactants are: C1(P(C2C=CC=CC=2)C2C=CC=CC=2)C=CC=CC=1.[Br:20]Br.[Cl:22][C:23]1[C:30]([CH2:31][CH2:32]O)=[C:29]([F:34])[CH:28]=[CH:27][C:24]=1[C:25]#[N:26]. Given the product [Br:20][CH2:32][CH2:31][C:30]1[C:23]([Cl:22])=[C:24]([CH:27]=[CH:28][C:29]=1[F:34])[C:25]#[N:26], predict the reactants needed to synthesize it. (7) Given the product [Br:28][C:3]1[N:4]2[C:9](=[O:10])[CH:8]=[C:7]([O:11][C:12]3[CH:17]=[CH:16][CH:15]=[C:14]([C:18]([F:21])([F:19])[F:20])[CH:13]=3)[N:6]=[C:5]2[S:22][C:2]=1[CH3:1], predict the reactants needed to synthesize it. The reactants are: [CH3:1][C:2]1[S:22][C:5]2=[N:6][C:7]([O:11][C:12]3[CH:17]=[CH:16][CH:15]=[C:14]([C:18]([F:21])([F:20])[F:19])[CH:13]=3)=[CH:8][C:9](=[O:10])[N:4]2[CH:3]=1.C([Li])CCC.[Br:28]N1C(=O)CCC1=O.